From a dataset of Peptide-MHC class II binding affinity with 134,281 pairs from IEDB. Regression. Given a peptide amino acid sequence and an MHC pseudo amino acid sequence, predict their binding affinity value. This is MHC class II binding data. (1) The peptide sequence is FKVAATAAATAPADD. The MHC is DRB1_0404 with pseudo-sequence DRB1_0404. The binding affinity (normalized) is 0.857. (2) The peptide sequence is WPKSHTLWSNGVLES. The MHC is DRB1_0301 with pseudo-sequence DRB1_0301. The binding affinity (normalized) is 0.422. (3) The peptide sequence is PDALKELPLLKFLGIFNTG. The MHC is DRB1_0301 with pseudo-sequence DRB1_0301. The binding affinity (normalized) is 0. (4) The peptide sequence is YPMEIRPRKTHESHL. The MHC is HLA-DQA10201-DQB10402 with pseudo-sequence HLA-DQA10201-DQB10402. The binding affinity (normalized) is 0.733. (5) The peptide sequence is YDKFLANVSTVLTGN. The MHC is DRB1_0405 with pseudo-sequence DRB1_0405. The binding affinity (normalized) is 0.680. (6) The peptide sequence is RVPLTSNNGIKQQGI. The MHC is DRB3_0101 with pseudo-sequence DRB3_0101. The binding affinity (normalized) is 0.318. (7) The peptide sequence is DGQGKAVWGKNSCAK. The MHC is HLA-DQA10102-DQB10502 with pseudo-sequence HLA-DQA10102-DQB10502. The binding affinity (normalized) is 0. (8) The peptide sequence is ALTKAITAMSEVQKV. The MHC is DRB3_0101 with pseudo-sequence DRB3_0101. The binding affinity (normalized) is 0.169.